Dataset: Catalyst prediction with 721,799 reactions and 888 catalyst types from USPTO. Task: Predict which catalyst facilitates the given reaction. (1) Reactant: Cl.[C:2](Cl)(=[O:9])[C:3]1[CH:8]=[CH:7][N:6]=[CH:5][CH:4]=1.[NH2:11][CH2:12][CH:13]([OH:15])[CH3:14].C(N(CC)CC)C. The catalyst class is: 4. Product: [OH:15][CH:13]([CH3:14])[CH2:12][NH:11][C:2](=[O:9])[C:3]1[CH:8]=[CH:7][N:6]=[CH:5][CH:4]=1. (2) Reactant: N1C=CC=CC=1.Cl.CN(C)CCCN=C=NCC.[N:19]1([CH2:24][CH2:25][O:26][C:27]2[CH:32]=[CH:31][CH:30]=[CH:29][C:28]=2[NH2:33])[CH2:23][CH2:22][CH2:21][CH2:20]1.[N:34]1([C:40]2[N:41]=[C:42]([CH2:47][C:48]([O-])=[O:49])[NH:43][C:44](=[O:46])[CH:45]=2)[CH2:39][CH2:38][O:37][CH2:36][CH2:35]1.[Na+]. Product: [N:34]1([C:40]2[N:41]=[C:42]([CH2:47][C:48]([NH:33][C:28]3[CH:29]=[CH:30][CH:31]=[CH:32][C:27]=3[O:26][CH2:25][CH2:24][N:19]3[CH2:23][CH2:22][CH2:21][CH2:20]3)=[O:49])[NH:43][C:44](=[O:46])[CH:45]=2)[CH2:35][CH2:36][O:37][CH2:38][CH2:39]1. The catalyst class is: 9. (3) Reactant: FC(F)(F)C(O)=O.[CH3:8][N:9]1[C:17]2[CH:16]=[C:15]([C:18]3[CH:19]=[N:20][C:21]([O:28][CH2:29][CH2:30][CH:31]4[CH2:36][CH2:35][NH:34][CH2:33][CH2:32]4)=[C:22]([C:24]([F:27])([F:26])[F:25])[CH:23]=3)[N:14]=[C:13]([C:37]#[N:38])[C:12]=2[N:11]=[N:10]1.C(N(CC)C(C)C)(C)C.Cl[CH2:49][C:50]([CH3:53])([OH:52])[CH3:51].[I-].[Na+]. Product: [OH:52][C:50]([CH3:53])([CH3:51])[CH2:49][N:34]1[CH2:35][CH2:36][CH:31]([CH2:30][CH2:29][O:28][C:21]2[N:20]=[CH:19][C:18]([C:15]3[N:14]=[C:13]([C:37]#[N:38])[C:12]4[N:11]=[N:10][N:9]([CH3:8])[C:17]=4[CH:16]=3)=[CH:23][C:22]=2[C:24]([F:25])([F:26])[F:27])[CH2:32][CH2:33]1. The catalyst class is: 10. (4) Reactant: [Br:1]Br.[F:3][C:4]1[CH:9]=[CH:8][C:7]([C:10]2[CH:15]=[CH:14][C:13]([OH:16])=[CH:12][CH:11]=2)=[CH:6][CH:5]=1. Product: [Br:1][C:12]1[CH:11]=[C:10]([C:7]2[CH:6]=[CH:5][C:4]([F:3])=[CH:9][CH:8]=2)[CH:15]=[CH:14][C:13]=1[OH:16]. The catalyst class is: 545. (5) Reactant: [NH2:1][C:2]1[C:11]2[N:12]=[C:13]([CH2:28][O:29][CH2:30][CH3:31])[N:14]([CH2:15][C:16]([NH:19][C:20]([CH:22]3[CH2:27][CH2:26][CH2:25][CH2:24][CH2:23]3)=[O:21])([CH3:18])[CH3:17])[C:10]=2[C:9]2[CH:8]=[C:7]([O:32]CC3C=CC=CC=3)[CH:6]=[CH:5][C:4]=2[N:3]=1.[H][H]. Product: [NH2:1][C:2]1[C:11]2[N:12]=[C:13]([CH2:28][O:29][CH2:30][CH3:31])[N:14]([CH2:15][C:16]([NH:19][C:20]([CH:22]3[CH2:27][CH2:26][CH2:25][CH2:24][CH2:23]3)=[O:21])([CH3:17])[CH3:18])[C:10]=2[C:9]2[CH:8]=[C:7]([OH:32])[CH:6]=[CH:5][C:4]=2[N:3]=1. The catalyst class is: 29. (6) Reactant: [Cl:1][C:2]1[CH:7]=[CH:6][C:5]([N:8]2[CH:13]=[CH:12][C:11](=[O:14])[C:10]([C:15](=O)[C:16]3[CH:21]=[CH:20][C:19]([OH:22])=[CH:18][CH:17]=3)=[N:9]2)=[CH:4][CH:3]=1.N1C(=O)CC[C@H]1C(O)=O.C([SiH](CC)CC)C.C(O)(C(F)(F)F)=O.C([O-])(O)=O.[Na+]. Product: [Cl:1][C:2]1[CH:3]=[CH:4][C:5]([N:8]2[CH:13]=[CH:12][C:11](=[O:14])[C:10]([CH2:15][C:16]3[CH:17]=[CH:18][C:19]([OH:22])=[CH:20][CH:21]=3)=[N:9]2)=[CH:6][CH:7]=1. The catalyst class is: 2. (7) Reactant: CC1(C)[O:6][C@@H:5]([CH2:7][O:8][NH:9][C:10]([C:12]2[S:20][C:15]3=[CH:16][N:17]=[CH:18][CH:19]=[C:14]3[C:13]=2[NH:21][C:22]2[CH:27]=[CH:26][C:25]([Br:28])=[CH:24][C:23]=2[F:29])=[O:11])[CH2:4][O:3]1. Product: [OH:6][C@H:5]([CH2:4][OH:3])[CH2:7][O:8][NH:9][C:10]([C:12]1[S:20][C:15]2=[CH:16][N:17]=[CH:18][CH:19]=[C:14]2[C:13]=1[NH:21][C:22]1[CH:27]=[CH:26][C:25]([Br:28])=[CH:24][C:23]=1[F:29])=[O:11]. The catalyst class is: 209. (8) Reactant: [CH3:1][N:2]([CH3:43])[C:3]1[CH:40]=[CH:39][CH:38]=[C:37]([O:41][CH3:42])[C:4]=1[CH2:5][N:6]1[CH2:11][CH2:10][CH:9]([NH:12][C:13]2[C:22]3[C:17](=[CH:18][CH:19]=[CH:20][CH:21]=3)[N:16]=[C:15]([NH:23][CH2:24][CH2:25][CH2:26][CH2:27][N:28](C)[C:29](=O)OC(C)(C)C)[N:14]=2)[CH2:8][CH2:7]1.FC(F)(F)C(O)=O. Product: [CH3:43][N:2]([CH3:1])[C:3]1[CH:40]=[CH:39][CH:38]=[C:37]([O:41][CH3:42])[C:4]=1[CH2:5][N:6]1[CH2:7][CH2:8][CH:9]([NH:12][C:13]2[C:22]3[C:17](=[CH:18][CH:19]=[CH:20][CH:21]=3)[N:16]=[C:15]([NH:23][CH2:24][CH2:25][CH2:26][CH2:27][NH:28][CH3:29])[N:14]=2)[CH2:10][CH2:11]1. The catalyst class is: 4.